From a dataset of Experimentally validated miRNA-target interactions with 360,000+ pairs, plus equal number of negative samples. Binary Classification. Given a miRNA mature sequence and a target amino acid sequence, predict their likelihood of interaction. (1) The miRNA is cel-miR-78 with sequence UGGAGGCCUGGUUGUUUGUGC. The protein sequence of the target gene is MAKGRGSASWSARAIVTLMAVSVLLLQADYVQAATYTVGDSGIWTFNAVGWPKGKHFRAGDVLVFNYNPRMHNVVKVDSGSYNNCKTPTGAKPYTSGKDRITLSKGQNFFICNFPNHCESDMKIAVTAV. Result: 0 (no interaction). (2) The miRNA is hsa-miR-3127-5p with sequence AUCAGGGCUUGUGGAAUGGGAAG. The protein sequence of the target gene is MEALLSTPINPNNFPAKLWRLVNSPRYRSIRWDGRGEGLLIDQPLFEAELLSPPGPGGGGGTAGAGAEPELFKTTSFTSFIRQLNLYGFRKVVLGGPGGGKPAGNGPLHHFHNPHFRRDQPQLLVHLKRLTSANKAKLAAGLEVPCRPPNRFQRLLITSASAATAPLQHQQPPPPAGPRPEPHGPVAVGQFHRSFRRDSLSPYSCVSTPSHDHSTYPLKGLDRTPVPHRIWQNSLGMHPGQVETSPTFSDKGVPFPVLQRFPTEVTYTLQPSTTSVHVQQGPQTMVSSSQKYSNYTPSAQ.... Result: 0 (no interaction). (3) The miRNA is hsa-miR-149-3p with sequence AGGGAGGGACGGGGGCUGUGC. Result: 1 (interaction). The protein sequence of the target gene is MASATRLIQRLRNWASGHDLQGKLQLRYQEISKRTQPPPKLPVGPSHKLSNNYYCTRDGRRESVPPSIIMSSQKALVSGKPAESSAVAATEKKAVTPAPPIKRWELSSDQPYL. (4) The protein sequence of the target gene is MDDLQSQNLSMDMTDSPPALANNRLENGMAQLITTEAWNINSTDLVKKALVTVPAPSILNPPAESQSGMALKVAATVLQPLCLGESPVVMPIHMQVEGSSAPELNPNGNATYVMTTQGPVQLPVVLEQHVFQHLNSPLVLPQEAPCSSSTIHNNLFQGAEDPEAQPQLLDLRIPSQPQEPTLPFEAVLQNLFPSQGTLGPPPCQPPPGYAPVPPQPFSSPLSPLVPPATLLVPYPVIVPLPVPVPIPIPIPMPQSSESKFSSSFPKPPSSFGLHPFKGTQTPLEKDELKPFDILQPKEYF.... The miRNA is hsa-miR-762 with sequence GGGGCUGGGGCCGGGGCCGAGC. Result: 0 (no interaction). (5) The miRNA is mmu-miR-7026-5p with sequence UUCUGAGACCAUGGGGUAUAU. The protein sequence of the target gene is MAFPVDLLDNCTHEELENSSEDYLSSLRCGDPEHPECFSSLNITIPVSLSNVGFVPLYGGNQTQKILALFAPEDSLTAVALYLVGQWWAIDDIVKTSEPSREGLKQVSTLGERVVLYVLNRIIYRKQEMERNEIPFLCHSSTDYAKILWKKGEAVGFYSVKPTGSLCASFLTQNYQLPVLDTMFIRKKYRGKDLGLHMLEDFVDSFTEDALGLRYPLSSLMYTASKQYFEKYPGDHELLWEVEGVGHWHQRVPVTRALQREAIKATDVSQYEATRPVSGEYGLAAVPEHEPGLDDTQSSE.... Result: 0 (no interaction). (6) The miRNA is hsa-miR-6829-3p with sequence UGCCUCCUCCGUGGCCUCAG. The protein sequence of the target gene is MTSLLTTPSPREELMTTPILQPTEALSPEDGASTALIAVVITVVFLTLLSVVILIFFYLYKNKGSYVTYEPTEGEPSAIVQMESDLAKGSEKEEYFI. Result: 1 (interaction).